From a dataset of Reaction yield outcomes from USPTO patents with 853,638 reactions. Predict the reaction yield, written as a fraction of the theoretical maximum amount of product (1.0 means a 100% yield; for example, 0.34 means a 34% yield). (1) The catalyst is C(Cl)Cl.C(N(CC)CC)C.C1(C)C=CC=CC=1. The product is [Cl:1][C:2]1[CH:8]=[C:7]([O:9][C:10]2[C:19]3[C:14](=[CH:15][C:16]([O:22][CH3:23])=[C:17]([O:20][CH3:21])[CH:18]=3)[N:13]=[CH:12][N:11]=2)[CH:6]=[CH:5][C:3]=1[NH:4][C:25](=[O:27])[O:42][CH:38]([CH2:37][CH3:36])[CH2:39][CH2:40][CH3:41]. The reactants are [Cl:1][C:2]1[CH:8]=[C:7]([O:9][C:10]2[C:19]3[C:14](=[CH:15][C:16]([O:22][CH3:23])=[C:17]([O:20][CH3:21])[CH:18]=3)[N:13]=[CH:12][N:11]=2)[CH:6]=[CH:5][C:3]=1[NH2:4].Cl[C:25](Cl)([O:27]C(=O)OC(Cl)(Cl)Cl)Cl.[CH3:36][CH2:37][CH:38]([OH:42])[CH2:39][CH2:40][CH3:41].C(=O)(O)[O-].[Na+]. The yield is 0.690. (2) The reactants are [CH2:1]([CH:3]([CH2:18][CH3:19])[CH2:4][NH:5][C:6]1[C:11]([C:12]([O:14]C)=[O:13])=[CH:10][N:9]=[C:8]([S:16][CH3:17])[N:7]=1)[CH3:2].C(O)C.[OH-].[Na+]. The catalyst is O. The product is [CH2:18]([CH:3]([CH2:1][CH3:2])[CH2:4][NH:5][C:6]1[C:11]([C:12]([OH:14])=[O:13])=[CH:10][N:9]=[C:8]([S:16][CH3:17])[N:7]=1)[CH3:19]. The yield is 0.910.